From a dataset of Reaction yield outcomes from USPTO patents with 853,638 reactions. Predict the reaction yield, written as a fraction of the theoretical maximum amount of product (1.0 means a 100% yield; for example, 0.34 means a 34% yield). (1) The reactants are [CH3:1][N:2]([CH2:13][C:14]1[N:18]([CH2:19][C@@H:20]2[CH2:25][CH2:24][CH2:23][N:22](C(OC(C)(C)C)=O)[CH2:21]2)[C:17]2[CH:33]=[CH:34][CH:35]=[CH:36][C:16]=2[N:15]=1)[C@H:3]1[C:12]2[N:11]=[CH:10][CH:9]=[CH:8][C:7]=2[CH2:6][CH2:5][CH2:4]1.CN(CC1N(C[C@H]2CCCNC2)C2C=CC=CC=2N=1)[C@@H]1C2N=CC=CC=2CCC1. No catalyst specified. The product is [CH3:1][N:2]([CH2:13][C:14]1[N:18]([CH2:19][C@@H:20]2[CH2:25][CH2:24][CH2:23][NH:22][CH2:21]2)[C:17]2[CH:33]=[CH:34][CH:35]=[CH:36][C:16]=2[N:15]=1)[C@H:3]1[C:12]2[N:11]=[CH:10][CH:9]=[CH:8][C:7]=2[CH2:6][CH2:5][CH2:4]1. The yield is 1.00. (2) The reactants are [Cl:1][C:2]1[C:3]([N+:13]([O-])=O)=[C:4]2[C:9](=[CH:10][CH:11]=1)[CH:8]=[N:7][C:6]([CH3:12])=[CH:5]2.Cl. The catalyst is CO.[Fe]. The product is [Cl:1][C:2]1[C:3]([NH2:13])=[C:4]2[C:9](=[CH:10][CH:11]=1)[CH:8]=[N:7][C:6]([CH3:12])=[CH:5]2. The yield is 0.880. (3) The reactants are [CH3:1][O:2][C:3]1[CH:32]=[CH:31][C:6]([C:7]([NH:9][C:10]2[C:11]([CH3:30])=[C:12]([CH3:29])[C:13]3[O:17][C:16]([CH3:19])([CH3:18])[CH:15]([C:20]4[CH:25]=[CH:24][C:23]([CH3:26])=[CH:22][CH:21]=4)[C:14]=3[C:27]=2[CH3:28])=O)=[CH:5][CH:4]=1. The catalyst is C(O)C. The product is [CH3:1][O:2][C:3]1[CH:4]=[CH:5][C:6]([CH2:7][NH:9][C:10]2[C:11]([CH3:30])=[C:12]([CH3:29])[C:13]3[O:17][C:16]([CH3:19])([CH3:18])[CH:15]([C:20]4[CH:21]=[CH:22][C:23]([CH3:26])=[CH:24][CH:25]=4)[C:14]=3[C:27]=2[CH3:28])=[CH:31][CH:32]=1. The yield is 0.580. (4) The reactants are [NH:1]1[CH:5]=[C:4]([C:6]2[CH:11]=[C:10]([C:12]([O:14]C)=[O:13])[CH:9]=[CH:8][N:7]=2)[N:3]=[CH:2]1.[F:16][C:17]1[CH:25]=[CH:24][CH:23]=[CH:22][C:18]=1[CH2:19][CH2:20]Br.[OH-].[Na+]. The catalyst is CO. The product is [F:16][C:17]1[CH:25]=[CH:24][CH:23]=[CH:22][C:18]=1[CH2:19][CH2:20][N:1]1[CH:5]=[C:4]([C:6]2[CH:11]=[C:10]([C:12]([OH:14])=[O:13])[CH:9]=[CH:8][N:7]=2)[N:3]=[CH:2]1. The yield is 0.480.